This data is from Full USPTO retrosynthesis dataset with 1.9M reactions from patents (1976-2016). The task is: Predict the reactants needed to synthesize the given product. (1) Given the product [F:15][C:16]1[C:21]([N:4]2[CH2:5][CH:6]([C:7]([O:9][C:10]([CH3:11])([CH3:13])[CH3:12])=[O:8])[N:2]([CH3:1])[C:3]2=[O:14])=[CH:20][CH:19]=[CH:18][N:17]=1, predict the reactants needed to synthesize it. The reactants are: [CH3:1][N:2]1[CH:6]([C:7]([O:9][C:10]([CH3:13])([CH3:12])[CH3:11])=[O:8])[CH2:5][NH:4][C:3]1=[O:14].[F:15][C:16]1[C:21](I)=[CH:20][CH:19]=[CH:18][N:17]=1.CN(C)[C@@H]1CCCC[C@H]1N.P([O-])([O-])([O-])=O.[K+].[K+].[K+]. (2) Given the product [Cl:1][C:2]1[C:7]([NH:8][S:9]([C:12]2[CH:13]=[CH:14][C:15]([F:18])=[CH:16][CH:17]=2)(=[O:10])=[O:11])=[CH:6][C:5]([C:29]2[CH:30]=[C:31]3[C:36](=[CH:37][CH:38]=2)[CH:35]=[N:34][N:33]=[CH:32]3)=[CH:4][N:3]=1, predict the reactants needed to synthesize it. The reactants are: [Cl:1][C:2]1[C:7]([NH:8][S:9]([C:12]2[CH:17]=[CH:16][C:15]([F:18])=[CH:14][CH:13]=2)(=[O:11])=[O:10])=[CH:6][C:5](B2OC(C)(C)C(C)(C)O2)=[CH:4][N:3]=1.Br[C:29]1[CH:30]=[C:31]2[C:36](=[CH:37][CH:38]=1)[CH:35]=[N:34][N:33]=[CH:32]2.C([O-])([O-])=O.[Na+].[Na+]. (3) Given the product [N:1]1[CH:6]=[CH:5][CH:4]=[C:3]([C:25]2([OH:28])[CH2:26][CH2:27][C:22]3([O:21][CH2:20][CH2:19][O:18]3)[CH2:23][CH2:24]2)[N:2]=1, predict the reactants needed to synthesize it. The reactants are: [N:1]1[CH:6]=[CH:5][CH:4]=[CH:3][N:2]=1.CC1CCCN(C)C1(C)C.[Li].[O:18]1[C:22]2([CH2:27][CH2:26][C:25](=[O:28])[CH2:24][CH2:23]2)[O:21][CH2:20][CH2:19]1. (4) The reactants are: Br[C:2]1[CH:3]=[C:4]2[C@@:15]3([CH2:19][S:18][C:17]([NH2:20])=[N:16]3)[C:14]3[CH:13]=[C:12](Cl)[N:11]=[C:10]([F:22])[C:9]=3[O:8][C:5]2=[CH:6][CH:7]=1.[F:23][C:24]1[C:29](B(O)O)=[CH:28][CH:27]=[CH:26][N:25]=1.[F:33][C:34]1[CH:39]=[C:38](B(O)O)[CH:37]=[CH:36][N:35]=1. Given the product [F:22][C:10]1[C:9]2[O:8][C:5]3[C:4]([C@@:15]4([CH2:19][S:18][C:17]([NH2:20])=[N:16]4)[C:14]=2[CH:13]=[C:12]([C:38]2[CH:37]=[CH:36][N:35]=[C:34]([F:33])[CH:39]=2)[N:11]=1)=[CH:3][C:2]([C:29]1[C:24]([F:23])=[N:25][CH:26]=[CH:27][CH:28]=1)=[CH:7][CH:6]=3, predict the reactants needed to synthesize it. (5) The reactants are: Cl.[NH2:2][C:3]1[C:4]2[C:14]([O:15][CH2:16][C@H:17]3[CH2:22][CH2:21][CH2:20][NH2+:19][CH2:18]3)=[CH:13][CH:12]=[CH:11][C:5]=2[NH:6][S:7](=[O:10])(=[O:9])[N:8]=1.C1COCC1.C([O-])(O)=O.[Na+].[CH:33]1([C:38](Cl)=[O:39])[CH2:37][CH2:36][CH2:35][CH2:34]1. Given the product [NH2:2][C:3]1[C:4]2[C:14]([O:15][CH2:16][C@H:17]3[CH2:22][CH2:21][CH2:20][N:19]([C:38]([CH:33]4[CH2:37][CH2:36][CH2:35][CH2:34]4)=[O:39])[CH2:18]3)=[CH:13][CH:12]=[CH:11][C:5]=2[NH:6][S:7](=[O:9])(=[O:10])[N:8]=1, predict the reactants needed to synthesize it. (6) Given the product [CH3:11][C:4]([CH3:12])([CH2:5][CH2:6][CH2:7][CH:8]([CH3:9])[CH3:10])[CH2:3][OH:2], predict the reactants needed to synthesize it. The reactants are: C[O:2][C:3](=O)[C:4]([CH3:12])([CH3:11])[CH2:5][CH2:6][CH2:7][CH:8]([CH3:10])[CH3:9].CC(C[AlH]CC(C)C)C. (7) Given the product [Cl:1][C:2]1[CH:7]=[CH:6][CH:5]=[CH:4][C:3]=1[S:8]([NH:11][C:12]1[C:17]([C:18]2[CH:19]=[CH:20][C:21]([CH2:24][N:27]([CH3:26])[C:28]3[CH:33]=[CH:32][CH:31]=[CH:30][CH:29]=3)=[CH:22][CH:23]=2)=[N:16][CH:15]=[CH:14][N:13]=1)(=[O:10])=[O:9], predict the reactants needed to synthesize it. The reactants are: [Cl:1][C:2]1[CH:7]=[CH:6][CH:5]=[CH:4][C:3]=1[S:8]([NH:11][C:12]1[C:17]([C:18]2[CH:23]=[CH:22][C:21]([CH2:24]Cl)=[CH:20][CH:19]=2)=[N:16][CH:15]=[CH:14][N:13]=1)(=[O:10])=[O:9].[CH3:26][NH:27][C:28]1[CH:33]=[CH:32][CH:31]=[CH:30][CH:29]=1. (8) Given the product [NH2:1][C:4]1[CH:5]=[CH:6][C:7]([N:10]2[C:18]3[C:13](=[CH:14][CH:15]=[CH:16][CH:17]=3)[CH:12]=[C:11]2[C:19]([OH:21])=[O:20])=[CH:8][CH:9]=1, predict the reactants needed to synthesize it. The reactants are: [N+:1]([C:4]1[CH:9]=[CH:8][C:7]([N:10]2[C:18]3[C:13](=[CH:14][CH:15]=[CH:16][CH:17]=3)[CH:12]=[C:11]2[C:19]([OH:21])=[O:20])=[CH:6][CH:5]=1)([O-])=O.NN. (9) Given the product [Si:1]([O:18][CH2:19][C:20]1[O:24][C:23]([C@@H:25]2[CH2:29][CH2:28][CH2:27][NH:26]2)=[N:22][N:21]=1)([C:14]([CH3:17])([CH3:16])[CH3:15])([C:2]1[CH:3]=[CH:4][CH:5]=[CH:6][CH:7]=1)[C:8]1[CH:9]=[CH:10][CH:11]=[CH:12][CH:13]=1, predict the reactants needed to synthesize it. The reactants are: [Si:1]([O:18][CH2:19][C:20]1[O:24][C:23]([C@@H:25]2[CH2:29][CH2:28][CH2:27][N:26]2C(OC(C)(C)C)=O)=[N:22][N:21]=1)([C:14]([CH3:17])([CH3:16])[CH3:15])([C:8]1[CH:13]=[CH:12][CH:11]=[CH:10][CH:9]=1)[C:2]1[CH:7]=[CH:6][CH:5]=[CH:4][CH:3]=1.OP(O)(O)=O.[OH-].[Na+].